This data is from NCI-60 drug combinations with 297,098 pairs across 59 cell lines. The task is: Regression. Given two drug SMILES strings and cell line genomic features, predict the synergy score measuring deviation from expected non-interaction effect. (1) Drug 1: C1CCC(CC1)NC(=O)N(CCCl)N=O. Drug 2: CCCCC(=O)OCC(=O)C1(CC(C2=C(C1)C(=C3C(=C2O)C(=O)C4=C(C3=O)C=CC=C4OC)O)OC5CC(C(C(O5)C)O)NC(=O)C(F)(F)F)O. Cell line: SK-OV-3. Synergy scores: CSS=5.20, Synergy_ZIP=-3.06, Synergy_Bliss=-0.809, Synergy_Loewe=-0.220, Synergy_HSA=-0.239. (2) Drug 1: CC1=CC2C(CCC3(C2CCC3(C(=O)C)OC(=O)C)C)C4(C1=CC(=O)CC4)C. Drug 2: CCC1(CC2CC(C3=C(CCN(C2)C1)C4=CC=CC=C4N3)(C5=C(C=C6C(=C5)C78CCN9C7C(C=CC9)(C(C(C8N6C=O)(C(=O)OC)O)OC(=O)C)CC)OC)C(=O)OC)O.OS(=O)(=O)O. Cell line: NCI/ADR-RES. Synergy scores: CSS=1.33, Synergy_ZIP=2.39, Synergy_Bliss=4.81, Synergy_Loewe=1.13, Synergy_HSA=0.589. (3) Drug 2: COC1=C2C(=CC3=C1OC=C3)C=CC(=O)O2. Synergy scores: CSS=2.04, Synergy_ZIP=5.40, Synergy_Bliss=7.59, Synergy_Loewe=1.39, Synergy_HSA=0.791. Drug 1: CS(=O)(=O)C1=CC(=C(C=C1)C(=O)NC2=CC(=C(C=C2)Cl)C3=CC=CC=N3)Cl. Cell line: HS 578T. (4) Drug 1: C1=C(C(=O)NC(=O)N1)F. Drug 2: CC12CCC3C(C1CCC2O)C(CC4=C3C=CC(=C4)O)CCCCCCCCCS(=O)CCCC(C(F)(F)F)(F)F. Cell line: SW-620. Synergy scores: CSS=47.0, Synergy_ZIP=-2.07, Synergy_Bliss=-4.61, Synergy_Loewe=-4.79, Synergy_HSA=-4.13. (5) Drug 1: CNC(=O)C1=CC=CC=C1SC2=CC3=C(C=C2)C(=NN3)C=CC4=CC=CC=N4. Drug 2: CC1CCCC2(C(O2)CC(NC(=O)CC(C(C(=O)C(C1O)C)(C)C)O)C(=CC3=CSC(=N3)C)C)C. Cell line: NCI-H460. Synergy scores: CSS=-6.35, Synergy_ZIP=-0.776, Synergy_Bliss=-4.93, Synergy_Loewe=-8.57, Synergy_HSA=-7.34.